From a dataset of NCI-60 drug combinations with 297,098 pairs across 59 cell lines. Regression. Given two drug SMILES strings and cell line genomic features, predict the synergy score measuring deviation from expected non-interaction effect. (1) Drug 1: C1=C(C(=O)NC(=O)N1)F. Drug 2: C1=CC(=CC=C1CC(C(=O)O)N)N(CCCl)CCCl.Cl. Cell line: SF-268. Synergy scores: CSS=35.7, Synergy_ZIP=8.20, Synergy_Bliss=13.2, Synergy_Loewe=11.9, Synergy_HSA=13.5. (2) Drug 1: C1=CC(=C2C(=C1NCCNCCO)C(=O)C3=C(C=CC(=C3C2=O)O)O)NCCNCCO. Drug 2: C1=CC(=CC=C1C#N)C(C2=CC=C(C=C2)C#N)N3C=NC=N3. Cell line: MDA-MB-231. Synergy scores: CSS=31.9, Synergy_ZIP=1.01, Synergy_Bliss=1.71, Synergy_Loewe=-6.80, Synergy_HSA=1.95. (3) Drug 1: COC1=C(C=C2C(=C1)N=CN=C2NC3=CC(=C(C=C3)F)Cl)OCCCN4CCOCC4. Drug 2: CN(C)N=NC1=C(NC=N1)C(=O)N. Cell line: NCIH23. Synergy scores: CSS=7.62, Synergy_ZIP=-4.61, Synergy_Bliss=-3.09, Synergy_Loewe=-18.0, Synergy_HSA=-1.98. (4) Drug 1: C1=CC(=CC=C1C#N)C(C2=CC=C(C=C2)C#N)N3C=NC=N3. Drug 2: C1CCC(C(C1)N)N.C(=O)(C(=O)[O-])[O-].[Pt+4]. Synergy scores: CSS=30.1, Synergy_ZIP=-7.52, Synergy_Bliss=1.45, Synergy_Loewe=-0.319, Synergy_HSA=0.831. Cell line: MCF7. (5) Drug 1: C1CCN(CC1)CCOC2=CC=C(C=C2)C(=O)C3=C(SC4=C3C=CC(=C4)O)C5=CC=C(C=C5)O. Drug 2: CCC1(C2=C(COC1=O)C(=O)N3CC4=CC5=C(C=CC(=C5CN(C)C)O)N=C4C3=C2)O.Cl. Cell line: HL-60(TB). Synergy scores: CSS=30.2, Synergy_ZIP=6.54, Synergy_Bliss=9.27, Synergy_Loewe=-40.9, Synergy_HSA=4.92.